Task: Regression. Given a peptide amino acid sequence and an MHC pseudo amino acid sequence, predict their binding affinity value. This is MHC class II binding data.. Dataset: Peptide-MHC class II binding affinity with 134,281 pairs from IEDB The peptide sequence is IRGTSATAAAIQLKC. The MHC is DRB1_0901 with pseudo-sequence DRB1_0901. The binding affinity (normalized) is 0.346.